From a dataset of Peptide-MHC class II binding affinity with 134,281 pairs from IEDB. Regression. Given a peptide amino acid sequence and an MHC pseudo amino acid sequence, predict their binding affinity value. This is MHC class II binding data. (1) The peptide sequence is NESATILMTATPPGT. The MHC is DRB1_0301 with pseudo-sequence DRB1_0301. The binding affinity (normalized) is 0.405. (2) The peptide sequence is IMRIKKLTITGKGTL. The MHC is HLA-DPA10201-DPB10501 with pseudo-sequence HLA-DPA10201-DPB10501. The binding affinity (normalized) is 0.396. (3) The peptide sequence is VHITDDNEEPIAP. The MHC is DRB1_1101 with pseudo-sequence DRB1_1101. The binding affinity (normalized) is 0.